Binary Classification. Given a drug SMILES string, predict its activity (active/inactive) in a high-throughput screening assay against a specified biological target. From a dataset of Cav3 T-type calcium channel HTS with 100,875 compounds. (1) The compound is Fc1cc(NC(=O)c2c(nc(nc2)c2ccccc2)c2ccccc2)ccc1F. The result is 0 (inactive). (2) The drug is OC1(N(C(=O)Nc2c1cccc2)c1ccccc1)C(=O)NCc1occc1. The result is 0 (inactive). (3) The result is 0 (inactive). The drug is O1C(C(OCC#C)CC1n1ccc(nc1=O)NC(=O)c1ccccc1)CO. (4) The molecule is Fc1c(cc(OC)c(OCc2ccccc2)c1)/C=C1\N=C(OC1=O)c1ccccc1. The result is 0 (inactive). (5) The molecule is Clc1ccc(S(=O)(=O)c2nc(oc2N2CCOCC2)CC(C)C)cc1. The result is 0 (inactive). (6) The drug is s1c2c(n(Cc3n(CCc4ccccc4)c(SC)nn3)c1=O)cccc2. The result is 0 (inactive). (7) The compound is Brc1sc(c2nc3n(c2)cc(Cl)cc3)cc1. The result is 0 (inactive). (8) The compound is O(C(C(=O)Nc1cc2c(n(c3c2cccc3)CC)cc1)C)c1ccccc1. The result is 0 (inactive).